This data is from Forward reaction prediction with 1.9M reactions from USPTO patents (1976-2016). The task is: Predict the product of the given reaction. (1) Given the reactants [OH:1][C:2]1[CH:3]=[N:4][CH:5]=[C:6]([C:8]([O:10][CH3:11])=[O:9])[CH:7]=1.Br[C:13](Br)([CH2:24][CH3:25])[C:14]([NH:16][C:17]([CH3:23])([CH3:22])[C:18]#[C:19][CH2:20][CH3:21])=[O:15].C(=O)([O-])[O-].[K+].[K+].C(OCC)C, predict the reaction product. The product is: [CH3:11][O:10][C:8]([C:6]1[CH:7]=[C:2]([O:1][CH:13]([CH2:24][CH3:25])[C:14]([NH:16][C:17]([CH3:23])([CH3:22])[C:18]#[C:19][CH2:20][CH3:21])=[O:15])[CH:3]=[N:4][CH:5]=1)=[O:9]. (2) Given the reactants [Cl:1][C:2]1[CH:7]=[CH:6][C:5]([C@@H:8]([C:27]2[CH:32]=[CH:31][CH:30]=[C:29]([C:33]3[O:34][C:35](=[O:38])[NH:36][N:37]=3)[CH:28]=2)[N:9]2[CH2:12][CH:11]([C@@H:13]([C:18]3[CH:19]=[C:20]([CH:23]=[C:24]([F:26])[CH:25]=3)[C:21]#[N:22])[C:14]([F:17])([CH3:16])[CH3:15])[CH2:10]2)=[CH:4][CH:3]=1.CC1CCCCC1.[CH:46]([O:49][C:50](=[O:52])[CH3:51])([CH3:48])[CH3:47], predict the reaction product. The product is: [CH3:8][CH:5]1[CH2:6][CH2:7][CH2:2][CH2:3][CH2:4]1.[C:50]([O:49][CH:46]([CH3:48])[CH3:47])(=[O:52])[CH3:51].[Cl:1][C:2]1[CH:7]=[CH:6][C:5]([C@@H:8]([C:27]2[CH:32]=[CH:31][CH:30]=[C:29]([C:33]3[O:34][C:35](=[O:38])[NH:36][N:37]=3)[CH:28]=2)[N:9]2[CH2:12][CH:11]([C@@H:13]([C:18]3[CH:19]=[C:20]([CH:23]=[C:24]([F:26])[CH:25]=3)[C:21]#[N:22])[C:14]([F:17])([CH3:16])[CH3:15])[CH2:10]2)=[CH:4][CH:3]=1. (3) Given the reactants N1N=CN([C:6]2[CH:7]=[C:8](C=CC=2)[O:9][CH2:10][C:11](O)=[O:12])C=1.C1C=CC2N(O)[N:24]=[N:23]C=2C=1.CCN=C=N[CH2:32][CH2:33][CH2:34][N:35]([CH3:37])[CH3:36].C(N(CC)CC)C.[NH2:45][C:46]1[CH:47]=[CH:48][C:49]([Cl:56])=[C:50]([C:52]([F:55])([F:54])[F:53])[CH:51]=1, predict the reaction product. The product is: [Cl:56][C:49]1[CH:48]=[CH:47][C:46]([NH:45][C:11](=[O:12])[CH2:10][O:9][C:8]2[CH:32]=[CH:33][C:34]([N:35]3[CH2:36][NH:24][N:23]=[CH:37]3)=[CH:6][CH:7]=2)=[CH:51][C:50]=1[C:52]([F:53])([F:54])[F:55]. (4) Given the reactants [CH2:1]=[CH:2][CH2:3][CH2:4][CH2:5][CH3:6].[Cl:7][SiH:8]([Cl:10])[Cl:9], predict the reaction product. The product is: [Cl:7][Si:8]([Cl:10])([Cl:9])[CH2:1][CH:2]([Si:8]([Cl:10])([Cl:9])[Cl:7])[CH2:3][CH2:4][CH2:5][CH3:6].[CH2:1]([Si:8]([Cl:10])([Cl:9])[Cl:7])[CH2:2][CH2:3][CH2:4][CH2:5][CH3:6]. (5) The product is: [Cl:29][C:28]1[CH:27]=[N:26][N:25]([CH3:30])[C:24](=[O:31])[C:23]=1[NH:14][C@H:12]([C:10]1[N:9]([C:15]2[CH:16]=[CH:17][CH:18]=[CH:19][CH:20]=2)[C:8]2[CH:21]=[C:4]([F:3])[CH:5]=[CH:6][C:7]=2[N:11]=1)[CH3:13]. Given the reactants Cl.Cl.[F:3][C:4]1[CH:5]=[CH:6][C:7]2[N:11]=[C:10]([C@@H:12]([NH2:14])[CH3:13])[N:9]([C:15]3[CH:20]=[CH:19][CH:18]=[CH:17][CH:16]=3)[C:8]=2[CH:21]=1.Cl[C:23]1[C:24](=[O:31])[N:25]([CH3:30])[N:26]=[CH:27][C:28]=1[Cl:29].C(N(C(C)C)CC)(C)C, predict the reaction product. (6) Given the reactants [Cl:1][C:2]1[CH:3]=[C:4]([C:9]2[NH:13][N:12]=[N:11][N:10]=2)[CH:5]=[CH:6][C:7]=1[Cl:8].Cl.Cl[CH2:16][C:17]1[CH:18]=[N:19][CH:20]=[CH:21][C:22]=1[CH3:23].Cl.ClCC1C(C)=NC=CC=1, predict the reaction product. The product is: [Cl:1][C:2]1[CH:3]=[C:4]([C:9]2[N:13]([CH2:16][C:17]3[CH:18]=[N:19][CH:20]=[CH:21][C:22]=3[CH3:23])[N:12]=[N:11][N:10]=2)[CH:5]=[CH:6][C:7]=1[Cl:8]. (7) Given the reactants Cl[C:2]1[C:7]([C:8]([Cl:10])=[CH2:9])=[C:6]([C:11]([F:14])([F:13])[F:12])[N:5]=[C:4]([CH3:15])[N:3]=1.[NH:16]1[CH:20]=[CH:19][N:18]=[CH:17]1.O, predict the reaction product. The product is: [Cl:10][C:8]([C:7]1[C:2]([N:16]2[CH:20]=[CH:19][N:18]=[CH:17]2)=[N:3][C:4]([CH3:15])=[N:5][C:6]=1[C:11]([F:14])([F:13])[F:12])=[CH2:9].